Dataset: Drug-target binding data from BindingDB using IC50 measurements. Task: Regression. Given a target protein amino acid sequence and a drug SMILES string, predict the binding affinity score between them. We predict pIC50 (pIC50 = -log10(IC50 in M); higher means more potent). Dataset: bindingdb_ic50. (1) The compound is Cc1cc(C)cc(NC(=O)c2cncc(-c3ccc(OC(F)(F)F)cc3)n2)c1. The target protein (Q6QIY3) has sequence MEFPFGSVGTTNFRRFTPESLAEIEKQIAAHRAAKKGRPKQRGQKDKSEKPRPQLDLKACNQLPRFYGELPAELVGEPLEDLDPFYSTHRTFIVLDKSRTISRFSATWALWLFSPFNLIRRTAIKVSVHSWFSIFITVTILVNCVCMTRTDLPEKLEYAFTVVYTFEALIKILARGFCLNEFTYLRDPWNWLDFSVITLAYVGAAIDLRGISGLRTFRVLRALKTVSVIPGLKVIVGALIHSVRKLADVTILTVFCLSVFALVGLQLFKGNLKNKCIKNGTDPHKADNLSSEMAGDIFIKPGTTDPLLCGNGSDAGHCPNDYVCRKTSDNPDFNYTSFDSFAWAFLSLFRLMTQDSWERLYQQTLRASGKMYMVFFVLVIFLGSFYLVNLILAVVTMAYEEQSQATIAEIEAKEKKFKEALEVLQKEQEVLAALGIDTTSLYSHNGSPLAPKNANERRPRVKSRMSEGSTDDNRSLQSDPYNQRRMSFLGLSSGRRRASH.... The pIC50 is 7.2. (2) The compound is O=C(CO)Nc1ccc2ncn(Cc3ccc(Cl)c(Cl)c3)c(=O)c2c1. The target protein (Q920L1) has sequence MAPDPVPTPGPASAQLRQTRYFTWEEVAQRSGREKERWLVIDRKVYNISDFSRRHPGGSRVISHYAGQDATDPFVAFHINKGLVRKYMNSLLIGELAPEQPSFEPTKNKALTDEFRELRATVERMGLMKANHLFFLVYLLHILLLDVAAWLTLWIFGTSLVPFILCAVLLSTVQAQAGWLQHDFGHLSVFGTSTWNHLLHHFVIGHLKGAPASWWNHMHFQHHAKPNCFRKDPDINMHPLFFALGKVLPVELGREKKKHMPYNHQHKYFFLIGPPALLPLYFQWYIFYFVVQRKKWVDLAWMLSFYARIFFTYMPLLGLKGFLGLFFIVRFLESNWFVWVTQMNHIPMHIDHDRNVDWVSTQLQATCNVHQSAFNNWFSGHLNFQIEHHLFPTMPRHNYHKVAPLVQSLCAKYGIKYESKPLLTAFADIVYSLKESGQLWLDAYLHQ. The pIC50 is 4.5. (3) The drug is CCN1CCCC1CNC(=O)c1cc(S(N)(=O)=O)ccc1OC. The target protein (Q9GJU1) has sequence MDPLNLSWYDDDLESQNWSRPFNGSEGKPGKPHYNYYAMLLTLLIFIIVFGNVLVCMAVSREKALQTTTNYLIVSLAVADLLVATLVMPWVVYLEVVGEWKFSRIHCDIFVTLDVMMCTASILNLCAISIDRYTAVAMPMLYNTRYSSKRRVTVMIAIVWVLSFTISCPLLFGLNNTDQNECIIANPAFVVYSSIVSFYVPFIVTLLVYIKIYIVLRRRRKRVNTERSSRAFRANLKAPLKGNCTHPEDMKLCTVIMKSNGSFPVNRRRVEAARRAQELEMEMLSSTSPPERTRYSPIPPSHHQLTLPDPSHHGLHSTADSPAKPEKNGHAKDHPKIAKIFEIQSMPNGKTRTSLKTMSRRKLSQQKEKKATQMLAIVLGVFIICWLPFFITHILNIHCECNIPPVLYSAFTWLGYVNSAVNPIIYTTFNIEFRKAFLKILHC. The pIC50 is 6.7. (4) The drug is CS(=O)(=O)c1ccc(-c2[nH]c(Cl)c(Cl)c2-c2ccc(F)cc2)cc1. The target protein (P05979) has sequence MSRQSISLRFPLLLLLLSPSPVFSADPGAPAPVNPCCYYPCQHQGICVRFGLDRYQCDCTRTGYSGPNCTIPEIWTWLRTTLRPSPSFIHFLLTHGRWLWDFVNATFIRDTLMRLVLTVRSNLIPSPPTYNIAHDYISWESFSNVSYYTRILPSVPRDCPTPMDTKGKKQLPDAEFLSRRFLLRRKFIPDPQSTNLMFAFFAQHFTHQFFKTSGKMGPGFTKALGHGVDLGHIYGDNLERQYQLRLFKDGKLKYQMLNGEVYPPSVEEAPVLMHYPRGIPPQSQMAVGQEVFGLLPGLMLYATIWLREHNRVCDLLKAEHPTWGDEQLFQTARLILIGETIKIVIEEYVQQLSGYFLQLKFDPELLFGAQFQYRNRIAMEFNQLYHWHPLMPDSFRVGPQDYSYEQFLFNTSMLVDYGVEALVDAFSRQPAGRIGGGRNIDHHILHVAVDVIKESRVLRLQPFNEYRKRFGMKPYTSFQELTGEKEMAAELEELYGDIDA.... The pIC50 is 4.7. (5) The small molecule is CN1CCN(c2cc(C(=O)Nc3cccc(Nc4ccc5c(c4)NC(=O)/C5=C\c4cc(C(=O)O)c[nH]4)c3)cc(C(F)(F)F)c2)CC1. The target protein (P05532) has sequence MRGARGAWDLLCVLLVLLRGQTATSQPSASPGEPSPPSIHPAQSELIVEAGDTLSLTCIDPDFVRWTFKTYFNEMVENKKNEWIQEKAEATRTGTYTCSNSNGLTSSIYVFVRDPAKLFLVGLPLFGKEDSDALVRCPLTDPQVSNYSLIECDGKSLPTDLTFVPNPKAGITIKNVKRAYHRLCVRCAAQRDGTWLHSDKFTLKVRAAIKAIPVVSVPETSHLLKKGDTFTVVCTIKDVSTSVNSMWLKMNPQPQHIAQVKHNSWHRGDFNYERQETLTISSARVDDSGVFMCYANNTFGSANVTTTLKVVEKGFINISPVKNTTVFVTDGENVDLVVEYEAYPKPEHQQWIYMNRTSANKGKDYVKSDNKSNIRYVNQLRLTRLKGTEGGTYTFLVSNSDASASVTFNVYVNTKPEILTYDRLINGMLQCVAEGFPEPTIDWYFCTGAEQRCTTPVSPVDVQVQNVSVSPFGKLVVQSSIDSSVFRHNGTVECKASNDV.... The pIC50 is 7.3. (6) The drug is COc1cccc(NC(=O)Nc2nnc(-c3ccncc3)s2)c1. The target protein (Q61214) has sequence MHTGGETSACKPSSVRLAPSFSFHAAGLQMAAQMPHSHQYSDRRQPSISDQQVSALPYSDQIQQPLTNQVMPDIVMLQRRMPQTFRDPATAPLRKLSVDLIKTYKHINEVYYAKKKRRHQQGQGDDSSHKKERKVYNDGYDDDNYDYIVKNGEKWMDRYEIDSLIGKGSFGQVVKAYDRVEQEWVAIKIIKNKKAFLNQAQIEVRLLELMNKHDTEMKYYIVHLKRHFMFRNHLCLVFEMLSYNLYDLLRNTNFRGVSLNLTRKFAQQMCTALLFLATPELSIIHCDLKPENILLCNPKRSAIKIVDFGSSCQLGQRIYQYIQSRFYRSPEVLLGMPYDLAIDMWSLGCILVEMHTGEPLFSGANEVDQMNKIVEVLGIPPAHILDQAPKARKFFEKLPDGTWSLKKTKDGKREYKPPGTRKLHNILGVETGGPGGRRAGESGHTVADYLKFKDLILRMLDYDPKTRIQPYYALQHSFFKKTADEGTNTSNSVSTSPAME.... The pIC50 is 5.3. (7) The compound is CCCCN(CCCC)c1nc(-c2cccn2-c2cc(C)cc(C)c2)nc(N2CCCCCC2)n1. The target protein (P9WI55) has sequence MQFDVTIEIPKGQRNKYEVDHETGRVRLDRYLYTPMAYPTDYGFIEDTLGDDGDPLDALVLLPQPVFPGVLVAARPVGMFRMVDEHGGDDKVLCVPAGDPRWDHVQDIGDVPAFELDAIKHFFVHYKDLEPGKFVKAADWVDRAEAEAEVQRSVERFKAGTH. The pIC50 is 4.2. (8) The compound is COc1ccc2c3c1O[C@H]1[C@@H](O)C=C[C@H]4[C@@H](C2)N(C)CC[C@]314. The target protein sequence is MRMPTGSELWPIAIFTIIFLLLVDLMHRRQRWTSRYPPGPVPWPVLGNLLQIDFQNMPAGFQKLRCRFGDLFSLQLAFESVVVLNGLPALREALVKYSEDTADRPPLHFNDQSGFGPRSQGVVLARYGPAWRQQRRFSVSTFRHFGLGKKSLEQWVTEEARCLCAAFADHSGFPFSPNTLLDKAVCNVIASLLFACRFEYNDPRFIRLLDLLKDTLEEESGFLPMLLNVFPMLLHIPGLLGKVFSGKKAFVAMLDELLTEHKVTWDPAQPPRDLTDAFLAEVEKAKGNPESSFNDENLRVVVADLFMAGMVTTSTTLTWALLFMILHPDVQCRVQQEIDEVIGQVRRPEMADQARMPFTNAVIHEVQRFADILPLGVPHKTSRDIEVQGFLIPKGTTLITNLSSVLKDETVWEKPLRFHPEHFLDAQGNFVKHEAFMPFSAGRRACLGEPLARMELFLFFTCLLQRFSFSVPTGQPRPSDYGIFGALTTPRPYQLCASPR.... The pIC50 is 2.6. (9) The drug is CC(C)Cc1nnc2c(C(=O)NC3c4ccccc4-c4ccccc43)cccn12. The target protein sequence is MVYSYTEKKRIRKDFGKRPQVLDVPYLLSIQLDSFQKFIEQDPEGQYGLEAAFRSVFPIQSYSGNSELQYVSYRLGEPVFDVQECQIRGVTYSAPLRVKLRLVIYEREAPEGTVKDIKEQEVYMGEIPLMTDNGTFVINGTERVIVSQLHRSPGVFFDSDKGKTHSSGKVLYNARIIPYRGSWLDFEFDPKDNLFVRIDRRRKLPATIILRALNYTTEQILDLFFEKVIFEIRDNKLQMELVPERLRGETASFDIEANGKVYVEKGRRITARHIRQLEKDDVKLIEVPVEYIAGKVVAKDYIDESTGELICAANMELSLDLLAKLSQSGHKRIETLFTNDLDHGPYISETLRVDPTNDRLSALVEIYRMMRPGEPPTREAAESLFENLFFSEDRYDLSAVGRMKFNRSLLREEIEGSGILSKDDIIDVMKKLIDIRNGKGEVDDIDHLGNRRIRSVGEMAENQFRVGLVRVERAVKERLSLGDLDTLMPQDMINAKPISA.... The pIC50 is 5.4. (10) The compound is C[C@@H](Nc1nc2c(O)cccc2[nH]1)c1cccc(Cl)c1. The target protein (Q13057) has sequence MAVFRSGLLVLTTPLASLAPRLASILTSAARLVNHTLYVHLQPGMSLEGPAQPQSSPVQATFEVLDFITHLYAGADVHRHLDVRILLTNIRTKSTFLPPLPTSVQNLAHPPEVVLTDFQTLDGSQYNPVKQQLVRYATSCYSCCPRLASVLLYSDYGIGEVPVEPLDVPLPSTIRPASPVAGSPKQPVRGYYRGAVGGTFDRLHNAHKVLLSVACILAQEQLVVGVADKDLLKSKLLPELLQPYTERVEHLSEFLVDIKPSLTFDVIPLLDPYGPAGSDPSLEFLVVSEETYRGGMAINRFRLENDLEELALYQIQLLKDLRHTENEEDKVSSSSFRQRMLGNLLRPPYERPELPTCLYVIGLTGISGSGKSSIAQRLKGLGAFVIDSDHLGHRAYAPGGPAYQPVVEAFGTDILHKDGIINRKVLGSRVFGNKKQLKILTDIMWPIIAKLAREEMDRAVAEGKRVCVIDAAVLLEAGWQNLVHEVWTAVIPETEAVRRI.... The pIC50 is 5.0.